Dataset: Full USPTO retrosynthesis dataset with 1.9M reactions from patents (1976-2016). Task: Predict the reactants needed to synthesize the given product. (1) Given the product [CH3:28][C:21]1[C:20]2[C:25](=[CH:26][C:17]([NH:14][C:15](=[O:16])[O:13][CH2:12][C:9]3[CH:10]=[CH:11][C:6]([C:2]4[O:1][CH:5]=[CH:4][CH:3]=4)=[CH:7][CH:8]=3)=[CH:18][CH:19]=2)[O:24][C:23](=[O:27])[CH:22]=1, predict the reactants needed to synthesize it. The reactants are: [O:1]1[CH:5]=[CH:4][CH:3]=[C:2]1[C:6]1[CH:11]=[CH:10][C:9]([CH2:12][OH:13])=[CH:8][CH:7]=1.[N:14]([C:17]1[CH:26]=[C:25]2[C:20]([C:21]([CH3:28])=[CH:22][C:23](=[O:27])[O:24]2)=[CH:19][CH:18]=1)=[C:15]=[O:16]. (2) Given the product [N+:1]([C:4]1[CH:12]=[CH:11][C:7]([C:8]([NH:14][CH2:15][C:16]2[CH:17]=[CH:18][C:19]([S:22](=[O:24])(=[O:23])[NH2:25])=[CH:20][CH:21]=2)=[O:9])=[CH:6][CH:5]=1)([O-:3])=[O:2], predict the reactants needed to synthesize it. The reactants are: [N+:1]([C:4]1[CH:12]=[CH:11][C:7]([C:8](Cl)=[O:9])=[CH:6][CH:5]=1)([O-:3])=[O:2].Cl.[NH2:14][CH2:15][C:16]1[CH:21]=[CH:20][C:19]([S:22]([NH2:25])(=[O:24])=[O:23])=[CH:18][CH:17]=1.C(N(CC)CC)C.O. (3) Given the product [CH:1]1([N:4]([CH2:29][C:30]2[CH:35]=[C:34]([CH2:36][CH2:37][CH2:38][O:39][CH3:40])[CH:33]=[C:32]([O:41][CH2:42][CH2:43][O:44][CH3:45])[CH:31]=2)[C:5]([C@@H:7]2[C@:12]([C:14]3[CH:19]=[C:18]([F:20])[CH:17]=[C:16]([F:21])[CH:15]=3)([O:13][CH3:46])[CH2:11][CH2:10][N:9]([C:22]([O:24][C:25]([CH3:28])([CH3:27])[CH3:26])=[O:23])[CH2:8]2)=[O:6])[CH2:3][CH2:2]1, predict the reactants needed to synthesize it. The reactants are: [CH:1]1([N:4]([CH2:29][C:30]2[CH:35]=[C:34]([CH2:36][CH2:37][CH2:38][O:39][CH3:40])[CH:33]=[C:32]([O:41][CH2:42][CH2:43][O:44][CH3:45])[CH:31]=2)[C:5]([C@@H:7]2[C@:12]([C:14]3[CH:19]=[C:18]([F:20])[CH:17]=[C:16]([F:21])[CH:15]=3)([OH:13])[CH2:11][CH2:10][N:9]([C:22]([O:24][C:25]([CH3:28])([CH3:27])[CH3:26])=[O:23])[CH2:8]2)=[O:6])[CH2:3][CH2:2]1.[CH3:46]I.[H-].[Na+].